Dataset: Catalyst prediction with 721,799 reactions and 888 catalyst types from USPTO. Task: Predict which catalyst facilitates the given reaction. Reactant: [CH2:1]([O:3][C:4]1[CH:12]=[CH:11][C:7]([C:8]([OH:10])=O)=[CH:6][CH:5]=1)[CH3:2].C1N=CN(C(N2C=NC=C2)=O)C=1.Cl.[NH2:26][CH2:27][C:28]1[CH:29]=[C:30]2[C:34](=[CH:35][CH:36]=1)[C:33](=[O:37])[N:32]([C:38]1([CH3:46])[CH2:43][CH2:42][C:41](=[O:44])[NH:40][C:39]1=[O:45])[C:31]2=[O:47].CCOC(C)=O. Product: [CH2:1]([O:3][C:4]1[CH:5]=[CH:6][C:7]([C:8]([NH:26][CH2:27][C:28]2[CH:29]=[C:30]3[C:34](=[CH:35][CH:36]=2)[C:33](=[O:37])[N:32]([C:38]2([CH3:46])[CH2:43][CH2:42][C:41](=[O:44])[NH:40][C:39]2=[O:45])[C:31]3=[O:47])=[O:10])=[CH:11][CH:12]=1)[CH3:2]. The catalyst class is: 9.